Predict the reactants needed to synthesize the given product. From a dataset of Full USPTO retrosynthesis dataset with 1.9M reactions from patents (1976-2016). (1) Given the product [ClH:21].[CH3:1][N:2]1[C:10]2[C:9]3=[C:11]([S:17][CH2:18][CH2:19][CH3:20])[S:12][C:13]([C:14]([NH2:16])=[O:15])=[C:8]3[CH2:7][CH2:6][C:5]=2[CH:4]=[N:3]1, predict the reactants needed to synthesize it. The reactants are: [CH3:1][N:2]1[C:10]2[C:9]3=[C:11]([S:17][CH2:18][CH2:19][CH3:20])[S:12][C:13]([C:14]([NH2:16])=[O:15])=[C:8]3[CH2:7][CH2:6][C:5]=2[CH:4]=[N:3]1.[ClH:21].C(OCC)(=O)C. (2) Given the product [CH2:53]([N:55]([CH2:56][CH3:57])[C:26]([C:19]12[CH2:18][CH:17]3[CH2:25][CH:21]([CH2:22][CH:23]([CH:16]3[NH:15][C:13](=[O:14])[C:12]([NH:11][S:8]([C:3]3[CH:4]=[CH:5][CH:6]=[CH:7][C:2]=3[Cl:1])(=[O:9])=[O:10])([CH3:29])[CH3:30])[CH2:24]1)[CH2:20]2)=[O:27])[CH3:54], predict the reactants needed to synthesize it. The reactants are: [Cl:1][C:2]1[CH:7]=[CH:6][CH:5]=[CH:4][C:3]=1[S:8]([NH:11][C:12]([CH3:30])([CH3:29])[C:13]([NH:15][CH:16]1[CH:23]2[CH2:24][C:19]3([C:26](O)=[O:27])[CH2:20][CH:21]([CH2:25][CH:17]1[CH2:18]3)[CH2:22]2)=[O:14])(=[O:10])=[O:9].Cl.C(N=C=NCCCN(C)C)C.ON1C2C=CC=CC=2N=N1.[CH2:53]([NH:55][CH2:56][CH3:57])[CH3:54]. (3) Given the product [CH3:1][C:2]1[C:6]2[C:7]([O:13][CH3:19])=[C:8]([CH2:11][CH3:12])[CH:9]=[CH:10][C:5]=2[O:4][C:3]=1[C:14]([O:16][CH2:17][CH3:18])=[O:15], predict the reactants needed to synthesize it. The reactants are: [CH3:1][C:2]1[C:6]2[C:7]([OH:13])=[C:8]([CH2:11][CH3:12])[CH:9]=[CH:10][C:5]=2[O:4][C:3]=1[C:14]([O:16][CH2:17][CH3:18])=[O:15].[C:19](=O)([O-])[O-].[K+].[K+].IC. (4) Given the product [CH3:1][C:2]1[CH:22]=[CH:21][C:5]([C:6]([NH:8][C:9]2[CH:10]=[CH:11][C:12]([N:15]3[CH2:16][CH2:17][N:18]([CH2:35][C:31]4[NH:30][CH:34]=[CH:33][CH:32]=4)[CH2:19][CH2:20]3)=[CH:13][CH:14]=2)=[O:7])=[C:4]([N:23]2[CH2:28][CH2:27][CH:26]([CH3:29])[CH2:25][CH2:24]2)[N:3]=1, predict the reactants needed to synthesize it. The reactants are: [CH3:1][C:2]1[CH:22]=[CH:21][C:5]([C:6]([NH:8][C:9]2[CH:14]=[CH:13][C:12]([N:15]3[CH2:20][CH2:19][NH:18][CH2:17][CH2:16]3)=[CH:11][CH:10]=2)=[O:7])=[C:4]([N:23]2[CH2:28][CH2:27][CH:26]([CH3:29])[CH2:25][CH2:24]2)[N:3]=1.[NH:30]1[CH:34]=[CH:33][CH:32]=[C:31]1[CH:35]=O.C(O[BH-](OC(=O)C)OC(=O)C)(=O)C.[Na+].C(=O)([O-])[O-].[K+].[K+]. (5) Given the product [ClH:30].[CH3:1][N:2]([CH2:3][C:4]1[N:5]([CH3:13])[C:6]2[C:11]([CH:12]=1)=[CH:10][CH:9]=[CH:8][CH:7]=2)[C:48](=[O:49])/[CH:47]=[CH:46]/[C:43]1[CH:44]=[N:45][C:34]2[NH:33][C:32](=[O:31])[C@H:41]3[N:37]([CH2:38][CH2:39][CH2:40]3)[CH2:36][C:35]=2[CH:42]=1, predict the reactants needed to synthesize it. The reactants are: [CH3:1][NH:2][CH2:3][C:4]1[N:5]([CH3:13])[C:6]2[C:11]([CH:12]=1)=[CH:10][CH:9]=[CH:8][CH:7]=2.CNCC1C=CC2C(=CC=CC=2)C=1CCC.[ClH:30].[O:31]=[C:32]1[C@H:41]2[N:37]([CH2:38][CH2:39][CH2:40]2)[CH2:36][C:35]2[CH:42]=[C:43](/[CH:46]=[CH:47]/[C:48](O)=[O:49])[CH:44]=[N:45][C:34]=2[NH:33]1.Cl.CN1CC2C=C(/C=C/C(O)=O)C=NC=2NC(=O)C1. (6) Given the product [OH:7][C:25]1[CH:24]=[C:23]2[C:28]([C:29](=[O:30])[C:20]([C:17]3[CH:18]=[CH:19][C:14]([C:12]([OH:11])=[O:13])=[CH:15][CH:16]=3)=[C:21]([C:39]3[CH:43]=[CH:42][S:41][CH:40]=3)[O:22]2)=[CH:27][CH:26]=1, predict the reactants needed to synthesize it. The reactants are: S1C=CC(C(Cl)=[O:7])=C1.C([O:11][C:12]([C:14]1[CH:19]=[CH:18][C:17]([C:20]2[C:29](=[O:30])[C:28]3[C:23](=[CH:24][C:25](C4SC=CC=4C([O-])=O)=[CH:26][CH:27]=3)[O:22][C:21]=2[C:39]2[CH:43]=[CH:42][S:41][CH:40]=2)=[CH:16][CH:15]=1)=[O:13])C. (7) The reactants are: [CH3:1][O:2][C:3]1[CH:4]=[C:5]([N:12]2[CH2:17][CH2:16][C:15](=O)[CH2:14][CH2:13]2)[CH:6]=[CH:7][C:8]=1[N+:9]([O-:11])=[O:10].[NH:19]1[CH2:24][CH2:23][NH:22][CH2:21][C:20]1=[O:25].CC(O)=O.C(O[BH-](OC(=O)C)OC(=O)C)(=O)C.[Na+]. Given the product [CH3:1][O:2][C:3]1[CH:4]=[C:5]([N:12]2[CH2:17][CH2:16][CH:15]([N:22]3[CH2:23][CH2:24][NH:19][C:20](=[O:25])[CH2:21]3)[CH2:14][CH2:13]2)[CH:6]=[CH:7][C:8]=1[N+:9]([O-:11])=[O:10], predict the reactants needed to synthesize it. (8) Given the product [CH2:28]([N:32]1[C:33]2[CH:39]=[C:38]([O:40][CH2:41][CH2:42][CH2:43][N:44]([CH2:47][CH3:48])[CH2:45][CH3:46])[CH:37]=[CH:36][C:34]=2[N:35]=[C:10]1[C:9]1[CH:12]=[CH:13][C:14]([O:16][CH2:17][CH2:18][C:19]2[CH:24]=[CH:23][C:22]([Cl:25])=[CH:21][CH:20]=2)=[CH:15][C:8]=1[O:7][CH2:6][CH2:5][CH2:4][N:3]([CH2:26][CH3:27])[CH2:1][CH3:2])[CH2:29][CH2:30][CH3:31], predict the reactants needed to synthesize it. The reactants are: [CH2:1]([N:3]([CH2:26][CH3:27])[CH2:4][CH2:5][CH2:6][O:7][C:8]1[CH:15]=[C:14]([O:16][CH2:17][CH2:18][C:19]2[CH:24]=[CH:23][C:22]([Cl:25])=[CH:21][CH:20]=2)[CH:13]=[CH:12][C:9]=1[CH:10]=O)[CH3:2].[CH2:28]([NH:32][C:33]1[CH:39]=[C:38]([O:40][CH2:41][CH2:42][CH2:43][N:44]([CH2:47][CH3:48])[CH2:45][CH3:46])[CH:37]=[CH:36][C:34]=1[NH2:35])[CH2:29][CH2:30][CH3:31]. (9) Given the product [CH3:30][O:31][C:32]1[C:41]2[C:36](=[CH:37][CH:38]=[CH:39][CH:40]=2)[C:35]([O:42][CH3:43])=[C:34]([CH3:44])[C:33]=1[CH2:45][CH:2]=[O:4], predict the reactants needed to synthesize it. The reactants are: C[C:2](C)([O-:4])C.[K+].[Br-].COC[P+](C1C=CC=CC=1)(C1C=CC=CC=1)C1C=CC=CC=1.[CH3:30][O:31][C:32]1[C:41]2[C:36](=[CH:37][CH:38]=[CH:39][CH:40]=2)[C:35]([O:42][CH3:43])=[C:34]([CH3:44])[C:33]=1[CH:45]=O.Cl. (10) Given the product [CH:1]([C:3]1[O:4][C:5]([C:12]2[CH:13]=[C:14]3[C:19](=[CH:20][CH:21]=2)[N:18]=[C:17]([C:22]2[CH:27]=[CH:26][CH:25]=[C:24]([O:28][CH3:29])[CH:23]=2)[N:16]([CH2:30][C:31]([NH:33][CH:34]([CH3:35])[CH3:36])=[O:32])[C:15]3=[O:37])=[CH:6][CH:7]=1)=[O:2], predict the reactants needed to synthesize it. The reactants are: [CH:1]([C:3]1[O:4][C:5](B(O)O)=[CH:6][CH:7]=1)=[O:2].I[C:12]1[CH:13]=[C:14]2[C:19](=[CH:20][CH:21]=1)[N:18]=[C:17]([C:22]1[CH:27]=[CH:26][CH:25]=[C:24]([O:28][CH3:29])[CH:23]=1)[N:16]([CH2:30][C:31]([NH:33][CH:34]([CH3:36])[CH3:35])=[O:32])[C:15]2=[O:37].